Dataset: Forward reaction prediction with 1.9M reactions from USPTO patents (1976-2016). Task: Predict the product of the given reaction. (1) Given the reactants Cl[C:2]1[N:7]=[C:6]([CH3:8])[C:5]([CH:9]([CH2:14][CH2:15][CH3:16])[C:10]([O:12][CH3:13])=[O:11])=[C:4]([C:17]2[CH:22]=[CH:21][C:20]([CH3:23])=[CH:19][CH:18]=2)[N:3]=1.Cl.[CH2:25]([NH:29][C:30]([CH:32]1[CH2:37][CH2:36][CH2:35][NH:34][CH2:33]1)=[O:31])[CH:26]([CH3:28])[CH3:27].C(N(CC)CC)C.C(=O)([O-])O.[Na+], predict the reaction product. The product is: [CH2:25]([NH:29][C:30]([CH:32]1[CH2:37][CH2:36][CH2:35][N:34]([C:2]2[N:7]=[C:6]([CH3:8])[C:5]([CH:9]([CH2:14][CH2:15][CH3:16])[C:10]([O:12][CH3:13])=[O:11])=[C:4]([C:17]3[CH:22]=[CH:21][C:20]([CH3:23])=[CH:19][CH:18]=3)[N:3]=2)[CH2:33]1)=[O:31])[CH:26]([CH3:28])[CH3:27]. (2) The product is: [Cl:3][C:4]1[CH:9]=[CH:8][C:7]([CH:10]2[C:17]3[C:13](=[N:14][N:15]([CH2:32][CH3:33])[C:16]=3[CH3:18])[C:12](=[O:19])[N:11]2[C:20]2[CH:21]=[C:22]([CH3:30])[C:23]3[N:24]([C:26]([CH3:29])=[N:27][N:28]=3)[CH:25]=2)=[CH:6][CH:5]=1. Given the reactants [H-].[Na+].[Cl:3][C:4]1[CH:9]=[CH:8][C:7]([CH:10]2[C:17]3[C:16]([CH3:18])=[N:15][NH:14][C:13]=3[C:12](=[O:19])[N:11]2[C:20]2[CH:21]=[C:22]([CH3:30])[C:23]3[N:24]([C:26]([CH3:29])=[N:27][N:28]=3)[CH:25]=2)=[CH:6][CH:5]=1.I[CH2:32][CH3:33], predict the reaction product. (3) Given the reactants [N:1]1[CH:6]=[CH:5][N:4]=[CH:3][C:2]=1[C:7]1[N:11]2[CH2:12][CH2:13][N:14](C(OC(C)(C)C)=O)[CH2:15][C:10]2=[N:9][N:8]=1.Cl.CCO, predict the reaction product. The product is: [N:1]1[CH:6]=[CH:5][N:4]=[CH:3][C:2]=1[C:7]1[N:11]2[CH2:12][CH2:13][NH:14][CH2:15][C:10]2=[N:9][N:8]=1. (4) The product is: [CH2:20]([C:19]([C:16]1[CH:17]=[CH:18][C:13]([C:11]2[CH:12]=[C:7]([CH2:6][C:5]([OH:41])=[O:4])[CH:8]=[N:9][CH:10]=2)=[C:14]([CH3:40])[CH:15]=1)([C:22]1[CH:27]=[CH:26][C:25](/[CH:28]=[CH:29]/[C:30]2([OH:36])[CH2:35][CH2:34][CH2:33][CH2:32][CH2:31]2)=[C:24]([CH3:37])[CH:23]=1)[CH2:38][CH3:39])[CH3:21]. Given the reactants [OH-].[Na+].C[O:4][C:5](=[O:41])[CH2:6][C:7]1[CH:8]=[N:9][CH:10]=[C:11]([C:13]2[CH:18]=[CH:17][C:16]([C:19]([CH2:38][CH3:39])([C:22]3[CH:27]=[CH:26][C:25](/[CH:28]=[CH:29]/[C:30]4([OH:36])[CH2:35][CH2:34][CH2:33][CH2:32][CH2:31]4)=[C:24]([CH3:37])[CH:23]=3)[CH2:20][CH3:21])=[CH:15][C:14]=2[CH3:40])[CH:12]=1.[Cl-].[NH4+], predict the reaction product. (5) The product is: [CH2:1]([O:3][C:4](=[O:29])[C:5]([O:8][C:9]1[CH:14]=[CH:13][C:12]([O:15][C:16]2[CH:21]=[C:20]([C:22]#[N:23])[C:19]([NH2:24])=[CH:18][C:17]=2[CH3:27])=[CH:11][C:10]=1[CH3:28])([CH3:6])[CH3:7])[CH3:2]. Given the reactants [CH2:1]([O:3][C:4](=[O:29])[C:5]([O:8][C:9]1[CH:14]=[CH:13][C:12]([O:15][C:16]2[CH:21]=[C:20]([C:22]#[N:23])[C:19]([N+:24]([O-])=O)=[CH:18][C:17]=2[CH3:27])=[CH:11][C:10]=1[CH3:28])([CH3:7])[CH3:6])[CH3:2], predict the reaction product.